This data is from Full USPTO retrosynthesis dataset with 1.9M reactions from patents (1976-2016). The task is: Predict the reactants needed to synthesize the given product. (1) Given the product [CH3:1][C@H:2]([CH2:5][CH2:6][CH3:7])[CH2:3][O:4][S:9]([CH3:8])(=[O:11])=[O:10], predict the reactants needed to synthesize it. The reactants are: [CH3:1][C@H:2]([CH2:5][CH2:6][CH3:7])[CH2:3][OH:4].[CH3:8][S:9](Cl)(=[O:11])=[O:10].CCN(CC)CC.Cl. (2) Given the product [CH3:21][N:20]([CH3:22])[CH2:19][CH2:18][N:8]1[C:9](=[O:13])[CH2:10][CH2:11][CH2:12][C:6]2[CH:5]=[C:4]([N+:1]([O-:3])=[O:2])[CH:15]=[CH:14][C:7]1=2, predict the reactants needed to synthesize it. The reactants are: [N+:1]([C:4]1[CH:15]=[CH:14][C:7]2[NH:8][C:9](=[O:13])[CH2:10][CH2:11][CH2:12][C:6]=2[CH:5]=1)([O-:3])=[O:2].Cl.Cl[CH2:18][CH2:19][N:20]([CH3:22])[CH3:21].C(=O)([O-])[O-].[K+].[K+].O.